From a dataset of Forward reaction prediction with 1.9M reactions from USPTO patents (1976-2016). Predict the product of the given reaction. (1) Given the reactants [Br:1]N1C(=O)CCC1=O.[CH3:9][NH:10][CH2:11][CH2:12][CH2:13][NH:14][C:15]1[N:23]=[CH:22][N:21]=[C:20]2[C:16]=1[N:17]=[CH:18][NH:19]2, predict the reaction product. The product is: [Br:1][C:18]1[NH:19][C:20]2[C:16]([N:17]=1)=[C:15]([NH:14][CH2:13][CH2:12][CH2:11][NH:10][CH3:9])[N:23]=[CH:22][N:21]=2. (2) Given the reactants CC1(C)C(C)(C)OB([C:9]2[CH:10]=[C:11]3[C:16](=[C:17]([O:19]COCC[Si](C)(C)C)[CH:18]=2)[N:15]=[CH:14][N:13](COCC[Si](C)(C)C)[C:12]3=[O:36])O1.Br[C:39]1[CH:44]=[CH:43][CH:42]=[CH:41][C:40]=1[C:45]([C:47]1[CH:52]=[CH:51][CH:50]=[CH:49][CH:48]=1)=[O:46].C(=O)([O-])[O-].[K+].[K+], predict the reaction product. The product is: [C:45]([C:47]1[CH:52]=[CH:51][CH:50]=[CH:49][C:48]=1[C:9]1[CH:10]=[C:11]2[C:16](=[C:17]([OH:19])[CH:18]=1)[N:15]=[CH:14][NH:13][C:12]2=[O:36])(=[O:46])[C:40]1[CH:41]=[CH:42][CH:43]=[CH:44][CH:39]=1. (3) Given the reactants [NH2:1][C@@H:2]([C@@H:7]([C:9]1[C:17]2[C:12](=[CH:13][CH:14]=[CH:15][CH:16]=2)[NH:11][CH:10]=1)[CH3:8])[C:3]([O:5][CH3:6])=[O:4].C1C(=O)N(OC(ON2C(=O)CCC2=O)=O)[C:20](=[O:21])C1.[C:36]1([CH:42]2[CH2:47][CH2:46][NH:45][CH2:44][CH2:43]2)[CH:41]=[CH:40][CH:39]=[CH:38][CH:37]=1.C(=O)([O-])O.[Na+], predict the reaction product. The product is: [NH:11]1[C:12]2[C:17](=[CH:16][CH:15]=[CH:14][CH:13]=2)[C:9]([C@@H:7]([CH3:8])[C@H:2]([NH:1][C:20]([N:45]2[CH2:44][CH2:43][CH:42]([C:36]3[CH:41]=[CH:40][CH:39]=[CH:38][CH:37]=3)[CH2:47][CH2:46]2)=[O:21])[C:3]([O:5][CH3:6])=[O:4])=[CH:10]1. (4) Given the reactants [C:1]([N:8]1[CH2:13][CH2:12][C:11](=O)[CH2:10][CH2:9]1)([O:3][C:4]([CH3:7])([CH3:6])[CH3:5])=[O:2].[NH2:15][C:16]1[CH:21]=[CH:20][CH:19]=[CH:18][N:17]=1.C(O[BH-](OC(=O)C)OC(=O)C)(=O)C.[Na+].C(O)(=O)C, predict the reaction product. The product is: [C:4]([O:3][C:1]([N:8]1[CH2:13][CH2:12][CH:11]([NH:15][C:16]2[CH:21]=[CH:20][CH:19]=[CH:18][N:17]=2)[CH2:10][CH2:9]1)=[O:2])([CH3:7])([CH3:6])[CH3:5]. (5) Given the reactants [CH3:1][C:2]1[N:7]=[C:6]([C:8]([O:10]C)=[O:9])[CH:5]=[CH:4][C:3]=1[O:12][CH2:13][CH2:14][O:15][C:16]([F:19])([F:18])[F:17].[OH-].[Na+].Cl, predict the reaction product. The product is: [CH3:1][C:2]1[N:7]=[C:6]([C:8]([OH:10])=[O:9])[CH:5]=[CH:4][C:3]=1[O:12][CH2:13][CH2:14][O:15][C:16]([F:18])([F:17])[F:19]. (6) Given the reactants [Cl:1][C:2]1[CH:7]=[CH:6][C:5]([S:8]([CH2:11][C:12]2[CH:17]=[C:16]([F:18])[CH:15]=[CH:14][C:13]=2[F:19])(=[O:10])=[O:9])=[CH:4][CH:3]=1.CCCCCC.C([Li])CCC.Br[CH2:32][CH2:33][O:34][CH2:35][CH2:36]Br, predict the reaction product. The product is: [Cl:1][C:2]1[CH:7]=[CH:6][C:5]([S:8]([C:11]2([C:12]3[CH:17]=[C:16]([F:18])[CH:15]=[CH:14][C:13]=3[F:19])[CH2:36][CH2:35][O:34][CH2:33][CH2:32]2)(=[O:10])=[O:9])=[CH:4][CH:3]=1. (7) Given the reactants [H-].[Na+].[O:3]1[C:7]2([CH2:12][CH2:11][C:10]([C:13]3[C:21]4[C:16](=[CH:17][CH:18]=[C:19]([C:22]#[N:23])[CH:20]=4)[NH:15][CH:14]=3)=[CH:9][CH2:8]2)[O:6][CH2:5][CH2:4]1.[CH3:24]I, predict the reaction product. The product is: [O:6]1[C:7]2([CH2:12][CH2:11][C:10]([C:13]3[C:21]4[C:16](=[CH:17][CH:18]=[C:19]([C:22]#[N:23])[CH:20]=4)[N:15]([CH3:24])[CH:14]=3)=[CH:9][CH2:8]2)[O:3][CH2:4][CH2:5]1. (8) Given the reactants Cl[C:2]1[C:12]2[CH:11]=[C:10]([C:13]([O:15][CH3:16])=[O:14])[CH2:9][CH2:8][NH:7][C:6]=2[N:5]=[CH:4][N:3]=1.[Cl:17][C:18]1[CH:19]=[C:20]([CH:22]=[CH:23][C:24]=1[O:25][C:26]1[CH:31]=[CH:30][CH:29]=[C:28]([S:32]([CH2:35][CH:36]([CH3:38])[CH3:37])(=[O:34])=[O:33])[CH:27]=1)[NH2:21].[Cl-].[NH+]1C=CC=CC=1, predict the reaction product. The product is: [Cl:17][C:18]1[CH:19]=[C:20]([NH:21][C:2]2[C:12]3[CH:11]=[C:10]([C:13]([O:15][CH3:16])=[O:14])[CH2:9][CH2:8][NH:7][C:6]=3[N:5]=[CH:4][N:3]=2)[CH:22]=[CH:23][C:24]=1[O:25][C:26]1[CH:31]=[CH:30][CH:29]=[C:28]([S:32]([CH2:35][CH:36]([CH3:37])[CH3:38])(=[O:33])=[O:34])[CH:27]=1. (9) The product is: [CH3:32][N:31]1[C:25]2[CH:24]=[CH:23][C:22]([N:18]3[CH2:17][C@H:16]([CH2:15][NH:14][C:13](=[O:35])[CH2:2][CH3:3])[O:20][C:19]3=[O:21])=[CH:34][C:26]=2[CH2:27][CH2:28][O:29][C:30]1=[O:33]. Given the reactants F[C:2](F)(F)[C:3](O)=O.C(O[C:13](=[O:35])[NH:14][CH2:15][C@@H:16]1[O:20][C:19](=[O:21])[N:18]([C:22]2[CH:23]=[CH:24][C:25]3[N:31]([CH3:32])[C:30](=[O:33])[O:29][CH2:28][CH2:27][C:26]=3[CH:34]=2)[CH2:17]1)(C)(C)C.C(OC(=O)CC)(=O)CC.NC[C@@H]1OC(=O)N(C2C=CC3N(C)C(=O)OCCC=3C=2)C1, predict the reaction product.